This data is from Reaction yield outcomes from USPTO patents with 853,638 reactions. The task is: Predict the reaction yield, written as a fraction of the theoretical maximum amount of product (1.0 means a 100% yield; for example, 0.34 means a 34% yield). (1) The reactants are [Cl:1][C:2]1[CH:3]=[C:4]([CH2:8][CH2:9][NH2:10])[CH:5]=[N:6][CH:7]=1.[C:11](O[C:11]([O:13][C:14]([CH3:17])([CH3:16])[CH3:15])=[O:12])([O:13][C:14]([CH3:17])([CH3:16])[CH3:15])=[O:12]. The catalyst is C1COCC1. The product is [C:14]([O:13][C:11](=[O:12])[NH:10][CH2:9][CH2:8][C:4]1[CH:5]=[N:6][CH:7]=[C:2]([Cl:1])[CH:3]=1)([CH3:17])([CH3:16])[CH3:15]. The yield is 0.480. (2) The reactants are C(OC([N:8]1[CH2:12][CH2:11][CH:10]([O:13][C:14]2[CH:19]=[CH:18][C:17]([NH:20][C:21](=[O:29])[C:22]3[CH:27]=[CH:26][C:25]([Cl:28])=[CH:24][CH:23]=3)=[CH:16][CH:15]=2)[CH2:9]1)=O)(C)(C)C.Cl. The catalyst is C1COCC1.O1CCOCC1.C(OCC)C. The product is [ClH:28].[Cl:28][C:25]1[CH:26]=[CH:27][C:22]([C:21]([NH:20][C:17]2[CH:16]=[CH:15][C:14]([O:13][CH:10]3[CH2:11][CH2:12][NH:8][CH2:9]3)=[CH:19][CH:18]=2)=[O:29])=[CH:23][CH:24]=1. The yield is 0.810. (3) The reactants are Br[C:2]1[CH:7]=[CH:6][C:5]([C:8]2[N:12]([CH:13]3[CH2:18][CH2:17][CH2:16][CH2:15][O:14]3)[CH:11]=[N:10][N:9]=2)=[CH:4][C:3]=1[CH3:19].[B:20]1([B:20]2[O:24][C:23]([CH3:26])([CH3:25])[C:22]([CH3:28])([CH3:27])[O:21]2)[O:24][C:23]([CH3:26])([CH3:25])[C:22]([CH3:28])([CH3:27])[O:21]1.ClCCl.C([O-])(=O)C.[K+]. The catalyst is C1C=CC(P(C2C=CC=CC=2)[C-]2C=CC=C2)=CC=1.C1C=CC(P(C2C=CC=CC=2)[C-]2C=CC=C2)=CC=1.Cl[Pd]Cl.[Fe+2].CS(C)=O. The product is [CH3:19][C:3]1[CH:4]=[C:5]([C:8]2[N:12]([CH:13]3[CH2:18][CH2:17][CH2:16][CH2:15][O:14]3)[CH:11]=[N:10][N:9]=2)[CH:6]=[CH:7][C:2]=1[B:20]1[O:24][C:23]([CH3:26])([CH3:25])[C:22]([CH3:28])([CH3:27])[O:21]1. The yield is 0.800. (4) The reactants are [CH3:1][S:2]([C:5]1[N:10]=[CH:9][C:8]([O:11][C:12]2[CH:13]=[C:14]3[C:18](=[C:19]([O:21][CH:22]4[CH2:27][CH2:26][O:25][CH2:24][CH2:23]4)[CH:20]=2)[NH:17][C:16]([C:28]([OH:30])=O)=[CH:15]3)=[CH:7][CH:6]=1)(=[O:4])=[O:3].O.O[N:33]1C2C=CC=CC=2N=N1.Cl.C(N=C=NCCCN(C)C)C.N. The catalyst is CN(C)C=O.O. The product is [CH3:1][S:2]([C:5]1[N:10]=[CH:9][C:8]([O:11][C:12]2[CH:13]=[C:14]3[C:18](=[C:19]([O:21][CH:22]4[CH2:27][CH2:26][O:25][CH2:24][CH2:23]4)[CH:20]=2)[NH:17][C:16]([C:28]([NH2:33])=[O:30])=[CH:15]3)=[CH:7][CH:6]=1)(=[O:3])=[O:4]. The yield is 0.450. (5) The reactants are [C:1]([O:5][C:6]([N:8]1[CH2:12][CH2:11][C:10]2([C:20]3[C:15](=[CH:16][CH:17]=[C:18]([CH2:21][CH:22]4[CH2:25][CH:24]([C:26]([OH:28])=O)[CH2:23]4)[CH:19]=3)[N:14]([C:29]([O:31][CH2:32][CH2:33][Si:34]([CH3:37])([CH3:36])[CH3:35])=[O:30])[CH2:13]2)[CH2:9]1)=[O:7])([CH3:4])([CH3:3])[CH3:2].Cl.[NH:39]1[CH2:42][CH2:41][CH2:40]1.C(N(CC)CC)C.C1CN([P+](ON2N=NC3C=CC=CC2=3)(N2CCCC2)N2CCCC2)CC1.F[P-](F)(F)(F)(F)F. The catalyst is C(Cl)Cl.O. The product is [N:39]1([C:26]([CH:24]2[CH2:23][CH:22]([CH2:21][C:18]3[CH:19]=[C:20]4[C:10]5([CH2:11][CH2:12][N:8]([C:6]([O:5][C:1]([CH3:2])([CH3:4])[CH3:3])=[O:7])[CH2:9]5)[CH2:13][N:14]([C:29]([O:31][CH2:32][CH2:33][Si:34]([CH3:37])([CH3:36])[CH3:35])=[O:30])[C:15]4=[CH:16][CH:17]=3)[CH2:25]2)=[O:28])[CH2:42][CH2:41][CH2:40]1. The yield is 0.600. (6) The reactants are S(=O)(=O)(O)[OH:2].[CH3:6][C:7]1[C:12]([N+:13]([O-:15])=[O:14])=[CH:11][N:10]=[C:9]([C:16]#N)[CH:8]=1.[CH2:18]([OH:20])[CH3:19]. No catalyst specified. The product is [CH3:6][C:7]1[C:12]([N+:13]([O-:15])=[O:14])=[CH:11][N:10]=[C:9]([C:16]([O:20][CH2:18][CH3:19])=[O:2])[CH:8]=1. The yield is 0.560. (7) The reactants are [C:1]([O:5][C:6]([NH:8][C@H:9]([C:13]1[CH:18]=[C:17]([N:19]2[C:23]([NH:24][C:25](=[O:30])[C@H:26]([CH3:29])[CH:27]=C)=[CH:22][C:21]([C:31]([O:33][CH2:34][CH3:35])=[O:32])=[N:20]2)[CH:16]=[CH:15][N:14]=1)[CH2:10][CH:11]=C)=[O:7])([CH3:4])([CH3:3])[CH3:2].CS(O)(=O)=O. The catalyst is C(Cl)Cl.Cl[Ru](=C1N(C2C(C)=CC(C)=CC=2C)CCN1C1C(C)=CC(C)=CC=1C)(Cl)(=CC1C=CC=CC=1)[P](C1CCCCC1)(C1CCCCC1)C1CCCCC1. The product is [C:1]([O:5][C:6]([NH:8][C@@H:9]1[C:13]2[CH:18]=[C:17]([CH:16]=[CH:15][N:14]=2)[N:19]2[C:23](=[CH:22][C:21]([C:31]([O:33][CH2:34][CH3:35])=[O:32])=[N:20]2)[NH:24][C:25](=[O:30])[CH:26]([CH3:29])[CH:27]=[CH:11][CH2:10]1)=[O:7])([CH3:3])([CH3:2])[CH3:4]. The yield is 0.390. (8) The reactants are [F:1][C:2]1[C:3]([C:10]2[CH:32]=[CH:31][C:13]([C:14]([NH:16][C:17]3[CH:22]=[CH:21][CH:20]=[CH:19][C:18]=3[NH:23][C:24](=[O:30])[O:25][C:26]([CH3:29])([CH3:28])[CH3:27])=[O:15])=[CH:12][CH:11]=2)=[N:4][CH:5]=[C:6]([CH2:8]O)[CH:7]=1.C(N(CC)CC)C.CS(Cl)(=O)=O.[CH2:45]([N:47]1[CH2:52][CH2:51][NH:50][CH2:49][CH2:48]1)[CH3:46]. The product is [CH2:45]([N:47]1[CH2:52][CH2:51][N:50]([CH2:8][C:6]2[CH:7]=[C:2]([F:1])[C:3]([C:10]3[CH:32]=[CH:31][C:13]([C:14]([NH:16][C:17]4[CH:22]=[CH:21][CH:20]=[CH:19][C:18]=4[NH:23][C:24](=[O:30])[O:25][C:26]([CH3:29])([CH3:28])[CH3:27])=[O:15])=[CH:12][CH:11]=3)=[N:4][CH:5]=2)[CH2:49][CH2:48]1)[CH3:46]. No catalyst specified. The yield is 0.540.